The task is: Predict the reactants needed to synthesize the given product.. This data is from Full USPTO retrosynthesis dataset with 1.9M reactions from patents (1976-2016). (1) Given the product [Cl:21][C:5]1[C:6]([NH:8][C:9]2[CH:14]=[CH:13][CH:12]=[CH:11][C:10]=2[S:15]([N:18]([CH3:20])[CH3:19])(=[O:17])=[O:16])=[N:7][C:2]([NH:22][C:23]2[C:43]([O:44][CH3:45])=[CH:42][C:26]3[CH2:27][CH2:28][N:29]([CH2:32][C:33]([N:35]4[CH2:36][CH2:37][N:38]([CH3:41])[CH2:39][CH2:40]4)=[O:34])[CH2:30][CH2:31][C:25]=3[CH:24]=2)=[N:3][CH:4]=1, predict the reactants needed to synthesize it. The reactants are: Cl[C:2]1[N:7]=[C:6]([NH:8][C:9]2[CH:14]=[CH:13][CH:12]=[CH:11][C:10]=2[S:15]([N:18]([CH3:20])[CH3:19])(=[O:17])=[O:16])[C:5]([Cl:21])=[CH:4][N:3]=1.[NH2:22][C:23]1[C:43]([O:44][CH3:45])=[CH:42][C:26]2[CH2:27][CH2:28][N:29]([CH2:32][C:33]([N:35]3[CH2:40][CH2:39][N:38]([CH3:41])[CH2:37][CH2:36]3)=[O:34])[CH2:30][CH2:31][C:25]=2[CH:24]=1. (2) Given the product [Cl:1][C:2]1[CH:7]=[CH:6][CH:5]=[CH:4][C:3]=1[CH:8]([N:24]1[C:30]2[CH:31]=[CH:32][S:33][C:29]=2[C:28](=[O:34])[NH:27][CH2:26][CH2:25]1)[CH3:9], predict the reactants needed to synthesize it. The reactants are: [Cl:1][C:2]1[CH:7]=[CH:6][CH:5]=[CH:4][C:3]=1[CH:8](O)[CH3:9].CCN(CC)CC.CS(Cl)(=O)=O.Cl.[NH:24]1[C:30]2[CH:31]=[CH:32][S:33][C:29]=2[C:28](=[O:34])[NH:27][CH2:26][CH2:25]1. (3) Given the product [Cl:1][C:2]1[C:10]([CH2:11][O:12][CH2:13][CH:14]2[CH2:18][O:17][C:16]([CH2:20][Cl:21])([CH3:19])[O:15]2)=[C:9]([S:22]([CH3:25])(=[O:23])=[O:24])[CH:8]=[CH:7][C:3]=1[C:4]([O:6][C:31]1[CH2:30][CH2:29][CH2:28][C:27](=[O:32])[CH:26]=1)=[O:5], predict the reactants needed to synthesize it. The reactants are: [Cl:1][C:2]1[C:10]([CH2:11][O:12][CH2:13][CH:14]2[CH2:18][O:17][C:16]([CH2:20][Cl:21])([CH3:19])[O:15]2)=[C:9]([S:22]([CH3:25])(=[O:24])=[O:23])[CH:8]=[CH:7][C:3]=1[C:4]([OH:6])=[O:5].[C:26]1(=O)[CH2:31][CH2:30][CH2:29][CH2:28][C:27]1=[O:32].Cl.CN(C)CCCN=C=NCC. (4) The reactants are: [OH:1][C:2]1[CH:11]=[CH:10][C:5]2[C:6](=[O:9])[CH2:7][O:8][C:4]=2[C:3]=1[C:12]([OH:14])=O.[C:15](=O)([O-])[O-].[K+].[K+].S([O:26][CH3:27])(OC)(=O)=O.O. Given the product [CH3:15][O:1][C:2]1[CH:11]=[CH:10][C:5]2[C:6](=[O:9])[CH2:7][O:8][C:4]=2[C:3]=1[C:12]([O:26][CH3:27])=[O:14], predict the reactants needed to synthesize it. (5) Given the product [N:7]1([C:13]([N:15]2[CH2:20][CH:19]([C:21]3[CH:22]=[CH:23][C:24]([CH2:27][C:28]([F:30])([F:31])[F:29])=[CH:25][CH:26]=3)[CH2:18][CH:17]([C:32]([OH:34])=[O:33])[CH2:16]2)=[O:14])[CH2:8][CH2:9][S:10][CH2:11][CH2:12]1, predict the reactants needed to synthesize it. The reactants are: CC(C)([O-])C.[K+].[N:7]1([C:13]([N:15]2[CH2:20][CH:19]([C:21]3[CH:26]=[CH:25][C:24]([CH2:27][C:28]([F:31])([F:30])[F:29])=[CH:23][CH:22]=3)[CH2:18][CH:17]([C:32]([O:34]C)=[O:33])[CH2:16]2)=[O:14])[CH2:12][CH2:11][S:10][CH2:9][CH2:8]1.